This data is from Forward reaction prediction with 1.9M reactions from USPTO patents (1976-2016). The task is: Predict the product of the given reaction. (1) Given the reactants [CH2:1]([O:8][C:9]([NH:11][C@@H:12]1[CH2:17][CH2:16][NH:15][CH2:14][C@@H:13]1[C:18]([O:20][CH3:21])=[O:19])=[O:10])[C:2]1[CH:7]=[CH:6][CH:5]=[CH:4][CH:3]=1.C(N(CC)C(C)C)(C)C.Br[CH2:32][CH2:33][OH:34], predict the reaction product. The product is: [CH2:1]([O:8][C:9]([NH:11][C@@H:12]1[CH2:17][CH2:16][N:15]([CH2:32][CH2:33][OH:34])[CH2:14][C@@H:13]1[C:18]([O:20][CH3:21])=[O:19])=[O:10])[C:2]1[CH:3]=[CH:4][CH:5]=[CH:6][CH:7]=1. (2) The product is: [OH:1][CH2:2][C@@H:3]([NH:6][C:7]1[N:12]=[C:11]([NH:13][CH2:14][C:15]2[CH:16]=[CH:17][C:18]([C:21]3[CH:26]=[CH:25][CH:24]=[CH:23][N:22]=3)=[CH:19][CH:20]=2)[N:10]2[N:27]=[CH:28][C:29]([CH:30]([CH3:31])[CH3:32])=[C:9]2[N:8]=1)[CH2:4][CH3:5]. Given the reactants [OH:1][CH2:2][C@H:3]([NH:6][C:7]1[N:12]=[C:11]([NH:13][CH2:14][C:15]2[CH:20]=[CH:19][C:18]([C:21]3[CH:26]=[CH:25][CH:24]=[CH:23][N:22]=3)=[CH:17][CH:16]=2)[N:10]2[N:27]=[CH:28][C:29]([CH:30]([CH3:32])[CH3:31])=[C:9]2[N:8]=1)[CH2:4][CH3:5].N[C@@H](CC)CO, predict the reaction product.